From a dataset of Reaction yield outcomes from USPTO patents with 853,638 reactions. Predict the reaction yield, written as a fraction of the theoretical maximum amount of product (1.0 means a 100% yield; for example, 0.34 means a 34% yield). (1) The reactants are [Cl:1][C:2]1[CH:10]=[CH:9][CH:8]=[C:7]([N+:11]([O-:13])=[O:12])[C:3]=1[C:4]([OH:6])=O.[NH2:14][CH:15]1[CH2:20][CH2:19][N:18]([CH2:21][C:22]2[CH:27]=[CH:26][CH:25]=[CH:24][CH:23]=2)[CH2:17][CH2:16]1.ON1C2C=CC=CC=2N=N1.CN(C)CCCN=C=NCC.C(N(CC)CC)C. The catalyst is C(OCC)(=O)C. The product is [CH2:21]([N:18]1[CH2:19][CH2:20][CH:15]([NH:14][C:4](=[O:6])[C:3]2[C:7]([N+:11]([O-:13])=[O:12])=[CH:8][CH:9]=[CH:10][C:2]=2[Cl:1])[CH2:16][CH2:17]1)[C:22]1[CH:23]=[CH:24][CH:25]=[CH:26][CH:27]=1. The yield is 0.850. (2) The reactants are [ClH:1].C[O:3][C:4]1[N:9]=[C:8]([CH2:10][CH2:11][C:12]2[NH:16][N:15]=[C:14]([NH:17][C:18]3[CH:23]=[CH:22][N:21]=[C:20]([NH:24][CH2:25][C:26]4[O:30][N:29]=[C:28]([CH3:31])[CH:27]=4)[N:19]=3)[CH:13]=2)[CH:7]=[CH:6][CH:5]=1.Cl. The catalyst is C(O)C. The product is [ClH:1].[ClH:1].[CH3:31][C:28]1[CH:27]=[C:26]([CH2:25][NH:24][C:20]2[N:19]=[C:18]([NH:17][C:14]3[CH:13]=[C:12]([CH2:11][CH2:10][C:8]4[NH:9][C:4](=[O:3])[CH:5]=[CH:6][CH:7]=4)[NH:16][N:15]=3)[CH:23]=[CH:22][N:21]=2)[O:30][N:29]=1. The yield is 0.670. (3) The reactants are [CH3:1][O:2][NH:3][C:4]([N:6]1[C:15]2[C:10](=[CH:11][CH:12]=[CH:13][CH:14]=2)[CH2:9][CH2:8][CH:7]1[C:16]1[CH:21]=[CH:20][CH:19]=[CH:18][CH:17]=1)=[O:5]. The catalyst is C(Cl)(Cl)Cl.C(=O)(O)[O-].[Na+]. The product is [CH3:1][O:2][N:3]1[C:14]2=[C:15]3[C:10](=[CH:11][CH:12]=[CH:13]2)[CH2:9][CH2:8][CH:7]([C:16]2[CH:21]=[CH:20][CH:19]=[CH:18][CH:17]=2)[N:6]3[C:4]1=[O:5]. The yield is 0.660. (4) The catalyst is [Cu](I)I.O1CCOCC1. The yield is 0.638. The reactants are [CH3:1][C:2]1[CH:7]=[CH:6][N:5]=[CH:4][C:3]=1[N:8]1[CH2:12][CH2:11][NH:10][C:9]1=[O:13].Br[C:15]1[CH:20]=[CH:19][C:18]([Cl:21])=[CH:17][CH:16]=1.N[C@@H]1CCCC[C@H]1N.C(=O)([O-])[O-].[K+].[K+]. The product is [Cl:21][C:18]1[CH:19]=[CH:20][C:15]([N:10]2[CH2:11][CH2:12][N:8]([C:3]3[CH:4]=[N:5][CH:6]=[CH:7][C:2]=3[CH3:1])[C:9]2=[O:13])=[CH:16][CH:17]=1. (5) The product is [CH3:35][S:36]([NH:1][C:2]1[N:7]=[CH:6][C:5]([C:8]([NH:10][CH:11]2[CH2:12][CH2:13][C:14](=[CH:17][C:18]3[CH:23]=[CH:22][CH:21]=[C:20]([O:24][C:25]4[CH:30]=[CH:29][C:28]([C:31]([F:34])([F:33])[F:32])=[CH:27][N:26]=4)[CH:19]=3)[CH2:15][CH2:16]2)=[O:9])=[CH:4][CH:3]=1)(=[O:38])=[O:37]. The reactants are [NH2:1][C:2]1[N:7]=[CH:6][C:5]([C:8]([NH:10][CH:11]2[CH2:16][CH2:15][C:14](=[CH:17][C:18]3[CH:23]=[CH:22][CH:21]=[C:20]([O:24][C:25]4[CH:30]=[CH:29][C:28]([C:31]([F:34])([F:33])[F:32])=[CH:27][N:26]=4)[CH:19]=3)[CH2:13][CH2:12]2)=[O:9])=[CH:4][CH:3]=1.[CH3:35][S:36](Cl)(=[O:38])=[O:37].C(N(CC)CC)C. The yield is 0.0700. The catalyst is C(Cl)Cl. (6) The reactants are [Cl:1][C:2]1[CH:3]=[CH:4][C:5]2[S:9][C:8]([S:10]([NH:13][C:14]3[CH:15]=[C:16]([CH:20]=[CH:21][CH:22]=3)[C:17]([OH:19])=[O:18])(=[O:12])=[O:11])=[C:7]([CH3:23])[C:6]=2[CH:24]=1.[CH2:25](O)[CH2:26][CH2:27][CH3:28]. No catalyst specified. The product is [Cl:1][C:2]1[CH:3]=[CH:4][C:5]2[S:9][C:8]([S:10]([NH:13][C:14]3[CH:15]=[C:16]([CH:20]=[CH:21][CH:22]=3)[C:17]([O:19][CH2:25][CH2:26][CH2:27][CH3:28])=[O:18])(=[O:12])=[O:11])=[C:7]([CH3:23])[C:6]=2[CH:24]=1. The yield is 0.770. (7) The yield is 0.910. The product is [OH:2][C:3]1[CH:14]=[CH:13][C:6]([CH2:7][N:8]2[CH:12]=[CH:11][N:10]=[CH:9]2)=[CH:5][CH:4]=1. The reactants are C[O:2][C:3]1[CH:14]=[CH:13][C:6]([CH2:7][N:8]2[CH:12]=[CH:11][N:10]=[CH:9]2)=[CH:5][CH:4]=1.B(Br)(Br)Br. The catalyst is C(Cl)Cl. (8) The reactants are [CH3:1][O:2][C:3](=[O:15])[C:4]1[CH:9]=[C:8]([S:10](Cl)(=[O:12])=[O:11])[CH:7]=[CH:6][C:5]=1[CH3:14].[Br:16][C:17]1[CH:25]=[CH:24][C:20]([CH2:21][CH2:22][NH2:23])=[CH:19][CH:18]=1.N1C=CC=CC=1. The catalyst is O1CCCC1.CN(C)C=O.C(OCC)(=O)C. The product is [CH3:1][O:2][C:3](=[O:15])[C:4]1[CH:9]=[C:8]([S:10](=[O:12])(=[O:11])[NH:23][CH2:22][CH2:21][C:20]2[CH:24]=[CH:25][C:17]([Br:16])=[CH:18][CH:19]=2)[CH:7]=[CH:6][C:5]=1[CH3:14]. The yield is 0.370. (9) The reactants are [C:1]([O:5][C:6]([NH:8][CH:9]([CH2:24][CH2:25][CH2:26][CH2:27][NH:28]C(OCC1C=CC=CC=1)=O)[C:10]([NH:12][CH2:13][CH:14]([OH:23])[CH:15]([OH:22])[CH:16]([OH:21])[CH:17]([OH:20])[CH2:18][OH:19])=[O:11])=[O:7])([CH3:4])([CH3:3])[CH3:2]. The catalyst is CO.[Pd]. The product is [NH2:28][CH2:27][CH2:26][CH2:25][CH2:24][CH:9]([NH:8][C:6]([O:5][C:1]([CH3:4])([CH3:3])[CH3:2])=[O:7])[C:10]([NH:12][CH2:13][CH:14]([OH:23])[CH:15]([OH:22])[CH:16]([OH:21])[CH:17]([OH:20])[CH2:18][OH:19])=[O:11]. The yield is 0.977. (10) The reactants are Br[C:2]1[CH:7]=[CH:6][C:5]([N+:8]([O-:10])=[O:9])=[CH:4][C:3]=1[N:11]([CH2:15][C:16]([CH3:18])=[CH2:17])[C:12](=[O:14])[CH3:13].C([O-])=O.[Na+].C([O-])(=O)C.[Na+]. The catalyst is O.[Cl-].C([N+](CC)(CC)CC)C.CN(C=O)C.C([O-])(=O)C.[Pd+2].C([O-])(=O)C. The product is [CH3:17][C:16]1([CH3:18])[C:2]2[C:3](=[CH:4][C:5]([N+:8]([O-:10])=[O:9])=[CH:6][CH:7]=2)[N:11]([C:12](=[O:14])[CH3:13])[CH2:15]1. The yield is 0.880.